Dataset: Forward reaction prediction with 1.9M reactions from USPTO patents (1976-2016). Task: Predict the product of the given reaction. (1) Given the reactants [CH3:1][C:2]1[CH:7]=[CH:6][C:5]([C:8]2[CH:13]=[C:12]([C:14]([O:16][CH3:17])=[O:15])[CH:11]=[C:10]([C:18]([O:20]C)=[O:19])[CH:9]=2)=[CH:4][CH:3]=1.[OH-].[Na+], predict the reaction product. The product is: [CH3:17][O:16][C:14]([C:12]1[CH:11]=[C:10]([C:18]([OH:20])=[O:19])[CH:9]=[C:8]([C:5]2[CH:6]=[CH:7][C:2]([CH3:1])=[CH:3][CH:4]=2)[CH:13]=1)=[O:15]. (2) Given the reactants S([O-])([O-])(=O)=O.[CH3:6][S:7][C:8]([NH2:10])=[NH2+:9].[CH3:6][S:7][C:8]([NH2:10])=[NH2+:9].[O-]CC.[Na+].CN([CH:23]=[C:24]1[C:29](=O)[CH2:28][CH2:27][N:26]([C:31]([O:33][C:34]([CH3:37])([CH3:36])[CH3:35])=[O:32])[CH2:25]1)C, predict the reaction product. The product is: [CH3:6][S:7][C:8]1[N:10]=[CH:23][C:24]2[CH2:25][N:26]([C:31]([O:33][C:34]([CH3:37])([CH3:36])[CH3:35])=[O:32])[CH2:27][CH2:28][C:29]=2[N:9]=1. (3) Given the reactants [O:1]1[CH2:5][CH2:4][CH2:3][C@H:2]1[C:6]([OH:8])=O.CCN=C=NCCCN(C)C.Cl.C1C=CC2N(O)[N:28]=[N:27]C=2C=1.O.NN, predict the reaction product. The product is: [O:1]1[CH2:5][CH2:4][CH2:3][C@H:2]1[C:6]([NH:27][NH2:28])=[O:8].